Dataset: Peptide-MHC class I binding affinity with 185,985 pairs from IEDB/IMGT. Task: Regression. Given a peptide amino acid sequence and an MHC pseudo amino acid sequence, predict their binding affinity value. This is MHC class I binding data. The peptide sequence is DSKGISHFY. The MHC is HLA-A02:06 with pseudo-sequence HLA-A02:06. The binding affinity (normalized) is 0.220.